From a dataset of Forward reaction prediction with 1.9M reactions from USPTO patents (1976-2016). Predict the product of the given reaction. (1) Given the reactants [F:1][C:2]([F:17])([F:16])[O:3][C:4]1[CH:15]=[CH:14][C:7]([CH:8]=[C:9]([C:12]#[N:13])[C:10]#[N:11])=[CH:6][CH:5]=1.[CH2:18]([OH:20])[CH3:19].C(=O)(OC)O[CH2:23][CH:24]=[CH2:25], predict the reaction product. The product is: [CH2:25]([C:9]([CH:8]([O:20][CH2:18][CH3:19])[C:7]1[CH:6]=[CH:5][C:4]([O:3][C:2]([F:16])([F:17])[F:1])=[CH:15][CH:14]=1)([C:12]#[N:13])[C:10]#[N:11])[CH:24]=[CH2:23]. (2) Given the reactants CS(O[C@@H:6]1[CH2:9][CH2:8][C@@H:7]1[O:10][C:11]1[CH:16]=[CH:15][CH:14]=[CH:13][C:12]=1[C:17]([F:20])([F:19])[F:18])(=O)=O.[NH2:21][CH2:22][CH2:23][OH:24], predict the reaction product. The product is: [F:18][C:17]([F:20])([F:19])[C:12]1[CH:13]=[CH:14][CH:15]=[CH:16][C:11]=1[O:10][C@@H:7]1[CH2:8][CH2:9][C@H:6]1[NH:21][CH2:22][CH2:23][OH:24].